This data is from Catalyst prediction with 721,799 reactions and 888 catalyst types from USPTO. The task is: Predict which catalyst facilitates the given reaction. (1) Reactant: Cl.[N:2]1[CH:7]=[CH:6][CH:5]=[C:4]([CH2:8][NH:9][C:10](=[O:16])[O:11][C:12]([CH3:15])([CH3:14])[CH3:13])[CH:3]=1. Product: [NH:2]1[CH2:7][CH2:6][CH2:5][CH:4]([CH2:8][NH:9][C:10](=[O:16])[O:11][C:12]([CH3:14])([CH3:13])[CH3:15])[CH2:3]1. The catalyst class is: 458. (2) Reactant: [CH3:1][N:2]1[CH2:19][CH2:18][C:5]2[N:6]([CH2:14][C:15]([OH:17])=O)[C:7]3[CH:8]=[CH:9][C:10]([CH3:13])=[CH:11][C:12]=3[C:4]=2[CH2:3]1.[CH3:20][CH:21]1[CH2:26][CH2:25][CH2:24][NH:23][CH2:22]1.C1CCC(N=C=NC2CCCCC2)CC1. Product: [CH3:1][N:2]1[CH2:19][CH2:18][C:5]2[N:6]([CH2:14][C:15]([N:23]3[CH2:24][CH2:25][CH2:26][CH:21]([CH3:20])[CH2:22]3)=[O:17])[C:7]3[CH:8]=[CH:9][C:10]([CH3:13])=[CH:11][C:12]=3[C:4]=2[CH2:3]1. The catalyst class is: 79.